Dataset: Catalyst prediction with 721,799 reactions and 888 catalyst types from USPTO. Task: Predict which catalyst facilitates the given reaction. Product: [C:22]1([N:3]2[CH2:2][CH:1]3[CH:5]([CH:6]3[NH:7][C:8](=[O:14])[O:9][C:10]([CH3:11])([CH3:13])[CH3:12])[CH2:4]2)[CH:27]=[CH:26][CH:25]=[CH:24][CH:23]=1. Reactant: [CH:1]12[CH:6]([NH:7][C:8](=[O:14])[O:9][C:10]([CH3:13])([CH3:12])[CH3:11])[CH:5]1[CH2:4][NH:3][CH2:2]2.CC(C)([O-])C.[K+].Br[C:22]1[CH:27]=[CH:26][CH:25]=[CH:24][CH:23]=1.C1(P(C2C=CC=CC=2)C2C=CC3C(=CC=CC=3)C=2C2C3C(=CC=CC=3)C=CC=2P(C2C=CC=CC=2)C2C=CC=CC=2)C=CC=CC=1. The catalyst class is: 101.